From a dataset of Retrosynthesis with 50K atom-mapped reactions and 10 reaction types from USPTO. Predict the reactants needed to synthesize the given product. (1) Given the product O=C(NCc1cccc(O)c1)c1ccc2ncccc2c1, predict the reactants needed to synthesize it. The reactants are: O=C(NCc1cccc(OCc2ccccc2)c1)c1ccc2ncccc2c1. (2) Given the product O=C1CC2(C(=O)N1)C(=O)N(Cc1ccc(Cl)c(Cl)c1)c1ccccc12, predict the reactants needed to synthesize it. The reactants are: ClCc1ccc(Cl)c(Cl)c1.O=C1CC2(C(=O)N1)C(=O)Nc1ccccc12.